Dataset: Forward reaction prediction with 1.9M reactions from USPTO patents (1976-2016). Task: Predict the product of the given reaction. (1) Given the reactants [CH2:1]([O:5][C:6]1[CH:11]=[CH:10][C:9]([S:12]([C:15]2([C:23]([O:25]CC)=[O:24])[CH2:20][CH2:19][CH2:18][N:17]([CH2:21][CH3:22])[CH2:16]2)(=[O:14])=[O:13])=[CH:8][CH:7]=1)[C:2]#[C:3][CH3:4].CO.[OH-].[Na+], predict the reaction product. The product is: [CH2:1]([O:5][C:6]1[CH:11]=[CH:10][C:9]([S:12]([C:15]2([C:23]([OH:25])=[O:24])[CH2:20][CH2:19][CH2:18][N:17]([CH2:21][CH3:22])[CH2:16]2)(=[O:13])=[O:14])=[CH:8][CH:7]=1)[C:2]#[C:3][CH3:4].[CH2:1]([O:5][C:6]1[CH:11]=[CH:10][C:9]([S:12]([C:15]2([C:23]([OH:25])=[O:24])[CH2:20][CH2:19][CH2:18][N:17]([CH2:21][CH3:22])[CH2:16]2)(=[O:13])=[O:14])=[CH:8][CH:7]=1)[C:2]#[C:3][CH3:4]. (2) Given the reactants [Cl:1][C:2]1[N:3]=[C:4]([N:11]2[CH2:16][CH2:15][O:14][CH2:13][CH2:12]2)[C:5]2[CH:10]=[CH:9][O:8][C:6]=2[N:7]=1.C([Li])CCC.[I:22]I, predict the reaction product. The product is: [Cl:1][C:2]1[N:3]=[C:4]([N:11]2[CH2:16][CH2:15][O:14][CH2:13][CH2:12]2)[C:5]2[CH:10]=[C:9]([I:22])[O:8][C:6]=2[N:7]=1. (3) Given the reactants [CH2:1]([O:8][C:9]1[C:13]([CH2:14][CH2:15][C:16]([O:18][CH2:19][CH3:20])=[O:17])=[CH:12][NH:11][N:10]=1)[C:2]1[CH:7]=[CH:6][CH:5]=[CH:4][CH:3]=1.[H-].[Na+].CN(C)C=O.Cl[C:29]1[CH:34]=[CH:33][C:32]([C:35]([F:38])([F:37])[F:36])=[CH:31][N:30]=1, predict the reaction product. The product is: [CH2:1]([O:8][C:9]1[C:13]([CH2:14][CH2:15][C:16]([O:18][CH2:19][CH3:20])=[O:17])=[CH:12][N:11]([C:29]2[CH:34]=[CH:33][C:32]([C:35]([F:38])([F:37])[F:36])=[CH:31][N:30]=2)[N:10]=1)[C:2]1[CH:3]=[CH:4][CH:5]=[CH:6][CH:7]=1. (4) Given the reactants Br[C:2]1[C:3]2[C:8]([CH:9]=[C:10]3[C:15]=1[CH:14]=[CH:13][CH:12]=[CH:11]3)=[CH:7][CH:6]=[CH:5][CH:4]=2.CCCCCC.C([Li])CCC.[B:27](OC)([O:30]C)[O:28]C.Cl, predict the reaction product. The product is: [CH:14]1[C:15]2[C:10](=[CH:9][C:8]3[C:3]([C:2]=2[B:27]([OH:30])[OH:28])=[CH:4][CH:5]=[CH:6][CH:7]=3)[CH:11]=[CH:12][CH:13]=1. (5) Given the reactants [C:1](Cl)(=[O:4])[CH2:2][CH3:3].[CH2:6]([NH:13][C:14]([C:16]1[S:20][C:19]([NH2:21])=[N:18][C:17]=1[CH3:22])=[O:15])[C:7]1[CH:12]=[CH:11][CH:10]=[CH:9][CH:8]=1, predict the reaction product. The product is: [CH2:6]([NH:13][C:14]([C:16]1[S:20][C:19]([NH:21][C:1](=[O:4])[CH2:2][CH3:3])=[N:18][C:17]=1[CH3:22])=[O:15])[C:7]1[CH:12]=[CH:11][CH:10]=[CH:9][CH:8]=1. (6) Given the reactants C(OC(=O)[NH:7][CH:8]([C:12]1[CH:13]=[N:14][CH:15]=[C:16]([S:18]([CH3:21])(=[O:20])=[O:19])[CH:17]=1)[CH2:9][CH2:10][CH3:11])(C)(C)C.[ClH:23].O1CCOCC1, predict the reaction product. The product is: [ClH:23].[ClH:23].[CH3:21][S:18]([C:16]1[CH:17]=[C:12]([CH:8]([NH2:7])[CH2:9][CH2:10][CH3:11])[CH:13]=[N:14][CH:15]=1)(=[O:20])=[O:19].